This data is from Full USPTO retrosynthesis dataset with 1.9M reactions from patents (1976-2016). The task is: Predict the reactants needed to synthesize the given product. (1) Given the product [C:24]([C:26](=[CH:22][C:19]1[CH:20]=[C:21]2[C:16](=[CH:17][CH:18]=1)[NH:15][N:14]=[C:13]2[C:5]1[CH:6]=[C:7]([O:11][CH3:12])[C:8]([O:9][CH3:10])=[C:3]([O:2][CH3:1])[CH:4]=1)[C:27]([NH:29][C:30]([CH3:34])([CH3:33])[CH2:31][OH:32])=[O:28])#[N:25], predict the reactants needed to synthesize it. The reactants are: [CH3:1][O:2][C:3]1[CH:4]=[C:5]([C:13]2[C:21]3[C:16](=[CH:17][CH:18]=[C:19]([CH:22]=O)[CH:20]=3)[NH:15][N:14]=2)[CH:6]=[C:7]([O:11][CH3:12])[C:8]=1[O:9][CH3:10].[C:24]([CH2:26][C:27]([NH:29][C:30]([CH3:34])([CH3:33])[CH2:31][OH:32])=[O:28])#[N:25].C1CCN2C(=NCCC2)CC1. (2) Given the product [C:1]([O:5][C:6](=[O:28])[NH:7][CH:8]([CH3:27])[C:9]([NH:11][C:12]1[CH:17]=[C:16]([CH3:38])[CH:15]=[C:14]([C:19]#[C:20][C:21]2[CH:26]=[CH:25][CH:24]=[CH:23][CH:22]=2)[N:13]=1)=[O:10])([CH3:4])([CH3:3])[CH3:2], predict the reactants needed to synthesize it. The reactants are: [C:1]([O:5][C:6](=[O:28])[NH:7][CH:8]([CH3:27])[C:9]([NH:11][C:12]1[CH:17]=[C:16](Cl)[CH:15]=[C:14]([C:19]#[C:20][C:21]2[CH:26]=[CH:25][CH:24]=[CH:23][CH:22]=2)[N:13]=1)=[O:10])([CH3:4])([CH3:3])[CH3:2].OB1OB(O)OB(O)O1.[C:38](=O)([O-])[O-].[K+].[K+].COCCOC.